This data is from NCI-60 drug combinations with 297,098 pairs across 59 cell lines. The task is: Regression. Given two drug SMILES strings and cell line genomic features, predict the synergy score measuring deviation from expected non-interaction effect. Synergy scores: CSS=27.2, Synergy_ZIP=-3.20, Synergy_Bliss=3.31, Synergy_Loewe=-6.26, Synergy_HSA=3.07. Drug 2: CC1=C(C=C(C=C1)C(=O)NC2=CC(=CC(=C2)C(F)(F)F)N3C=C(N=C3)C)NC4=NC=CC(=N4)C5=CN=CC=C5. Cell line: T-47D. Drug 1: CCC1(CC2CC(C3=C(CCN(C2)C1)C4=CC=CC=C4N3)(C5=C(C=C6C(=C5)C78CCN9C7C(C=CC9)(C(C(C8N6C=O)(C(=O)OC)O)OC(=O)C)CC)OC)C(=O)OC)O.OS(=O)(=O)O.